The task is: Regression. Given two drug SMILES strings and cell line genomic features, predict the synergy score measuring deviation from expected non-interaction effect.. This data is from NCI-60 drug combinations with 297,098 pairs across 59 cell lines. (1) Synergy scores: CSS=32.2, Synergy_ZIP=-10.5, Synergy_Bliss=-13.0, Synergy_Loewe=-16.7, Synergy_HSA=-8.38. Drug 2: C1CCC(CC1)NC(=O)N(CCCl)N=O. Cell line: NCI-H522. Drug 1: C1=CC(=C2C(=C1NCCNCCO)C(=O)C3=C(C=CC(=C3C2=O)O)O)NCCNCCO. (2) Drug 1: CCCS(=O)(=O)NC1=C(C(=C(C=C1)F)C(=O)C2=CNC3=C2C=C(C=N3)C4=CC=C(C=C4)Cl)F. Drug 2: C1=CN(C=N1)CC(O)(P(=O)(O)O)P(=O)(O)O. Cell line: A498. Synergy scores: CSS=1.80, Synergy_ZIP=-0.121, Synergy_Bliss=1.46, Synergy_Loewe=-1.20, Synergy_HSA=0.398. (3) Synergy scores: CSS=1.71, Synergy_ZIP=-4.72, Synergy_Bliss=-6.16, Synergy_Loewe=-8.59, Synergy_HSA=-5.11. Cell line: MALME-3M. Drug 2: CCC1(CC2CC(C3=C(CCN(C2)C1)C4=CC=CC=C4N3)(C5=C(C=C6C(=C5)C78CCN9C7C(C=CC9)(C(C(C8N6C)(C(=O)OC)O)OC(=O)C)CC)OC)C(=O)OC)O.OS(=O)(=O)O. Drug 1: CC1CCC2CC(C(=CC=CC=CC(CC(C(=O)C(C(C(=CC(C(=O)CC(OC(=O)C3CCCCN3C(=O)C(=O)C1(O2)O)C(C)CC4CCC(C(C4)OC)O)C)C)O)OC)C)C)C)OC. (4) Drug 1: CC1=C2C(C(=O)C3(C(CC4C(C3C(C(C2(C)C)(CC1OC(=O)C(C(C5=CC=CC=C5)NC(=O)OC(C)(C)C)O)O)OC(=O)C6=CC=CC=C6)(CO4)OC(=O)C)O)C)O. Drug 2: C1CN(P(=O)(OC1)NCCCl)CCCl. Cell line: OVCAR-4. Synergy scores: CSS=15.2, Synergy_ZIP=-6.86, Synergy_Bliss=-4.71, Synergy_Loewe=-7.04, Synergy_HSA=-4.29. (5) Drug 1: CN1CCC(CC1)COC2=C(C=C3C(=C2)N=CN=C3NC4=C(C=C(C=C4)Br)F)OC. Drug 2: CN(C)N=NC1=C(NC=N1)C(=O)N. Cell line: KM12. Synergy scores: CSS=-2.24, Synergy_ZIP=-5.04, Synergy_Bliss=-8.49, Synergy_Loewe=-11.8, Synergy_HSA=-11.2. (6) Drug 1: CN1C(=O)N2C=NC(=C2N=N1)C(=O)N. Drug 2: CCN(CC)CCCC(C)NC1=C2C=C(C=CC2=NC3=C1C=CC(=C3)Cl)OC. Cell line: UACC-257. Synergy scores: CSS=2.34, Synergy_ZIP=4.16, Synergy_Bliss=-0.186, Synergy_Loewe=-3.62, Synergy_HSA=-0.956.